Dataset: Catalyst prediction with 721,799 reactions and 888 catalyst types from USPTO. Task: Predict which catalyst facilitates the given reaction. (1) Reactant: [Cl:1][C:2]1[C:3]([CH3:18])=[C:4]([C:13]2[N:14]=[CH:15][S:16][CH:17]=2)[C:5]([O:11][CH3:12])=[C:6]([C:8](=O)[CH3:9])[CH:7]=1.C([O-])(=O)C.[NH4+].C([BH3-])#[N:25].[Na+].C1COCC1. Product: [Cl:1][C:2]1[C:3]([CH3:18])=[C:4]([C:13]2[N:14]=[CH:15][S:16][CH:17]=2)[C:5]([O:11][CH3:12])=[C:6]([CH:8]([NH2:25])[CH3:9])[CH:7]=1. The catalyst class is: 449. (2) Product: [Cl:1][C:2]1[CH:3]=[C:4]2[C:9](=[CH:10][C:11]=1[NH:12][C:13](=[O:15])[CH3:14])[O:8][CH:7]([C:16]1[C:21]([F:22])=[CH:20][CH:19]=[CH:18][N:17]=1)[CH2:6][CH2:5]2. The catalyst class is: 55. Reactant: [Cl:1][C:2]1[CH:3]=[C:4]2[C:9](=[CH:10][C:11]=1[NH:12][C:13](=[O:15])[CH3:14])[O:8][CH:7]([C:16]1[C:21]([F:22])=[CH:20][CH:19]=[CH:18][N:17]=1)[CH2:6][C:5]2=O.C([SiH](CC)CC)C.